Dataset: Forward reaction prediction with 1.9M reactions from USPTO patents (1976-2016). Task: Predict the product of the given reaction. (1) Given the reactants [OH:1][C:2]1[CH:7]=[CH:6][C:5](/[CH:8]=[CH:9]/[C:10](=[O:12])[CH3:11])=[CH:4][CH:3]=1.[Br:13][CH2:14][CH2:15][CH2:16][CH2:17][CH2:18][CH2:19][CH2:20][CH2:21]Br.C([O-])([O-])=O.[K+].[K+], predict the reaction product. The product is: [Br:13][CH2:14][CH2:15][CH2:16][CH2:17][CH2:18][CH2:19][CH2:20][CH2:21][O:1][C:2]1[CH:3]=[CH:4][C:5](/[CH:8]=[CH:9]/[C:10](=[O:12])[CH3:11])=[CH:6][CH:7]=1. (2) Given the reactants O[C:2]1([C:15]2[CH:20]=[CH:19][C:18]([N+:21]([O-:23])=[O:22])=[CH:17][CH:16]=2)[C:11]2[C:6](=[CH:7][C:8]([O:12][CH3:13])=[CH:9][CH:10]=2)[CH2:5][CH:4]([CH3:14])[O:3]1.[C:24]([NH:27][NH2:28])(=[O:26])[CH3:25], predict the reaction product. The product is: [C:24]([NH:27][N:28]=[C:2]([C:11]1[C:6]([CH2:5][CH:4]([OH:3])[CH3:14])=[CH:7][C:8]([O:12][CH3:13])=[CH:9][CH:10]=1)[C:15]1[CH:20]=[CH:19][C:18]([N+:21]([O-:23])=[O:22])=[CH:17][CH:16]=1)(=[O:26])[CH3:25]. (3) The product is: [CH2:1]([O:3][C:4](=[O:22])[CH:5]([C:7]1[C:8]([I:21])=[C:9]2[C:16]3[CH2:17][CH2:18][CH2:19][CH2:20][C:15]=3[S:14][C:10]2=[N:11][C:12]=1[CH3:13])[O:6][C:27]([CH3:30])([CH3:29])[CH3:28])[CH3:2]. Given the reactants [CH2:1]([O:3][C:4](=[O:22])[CH:5]([C:7]1[C:8]([I:21])=[C:9]2[C:16]3[CH2:17][CH2:18][CH2:19][CH2:20][C:15]=3[S:14][C:10]2=[N:11][C:12]=1[CH3:13])[OH:6])[CH3:2].C(O[C:27]([CH3:30])([CH3:29])[CH3:28])(=O)C.S(=O)(=O)(O)O, predict the reaction product. (4) Given the reactants [C:1]1([CH:7]([C:9]2[CH:10]=[CH:11][C:12]3[O:16][CH:15]=[CH:14][C:13]=3[CH:17]=2)[CH3:8])[CH:6]=[CH:5][CH:4]=[CH:3][CH:2]=1.C([Li])CCC.[B:23](OC(C)C)([O:28]C(C)C)[O:24]C(C)C, predict the reaction product. The product is: [C:1]1([CH:7]([C:9]2[CH:10]=[CH:11][C:12]3[O:16][C:15]([B:23]([OH:28])[OH:24])=[CH:14][C:13]=3[CH:17]=2)[CH3:8])[CH:6]=[CH:5][CH:4]=[CH:3][CH:2]=1.